This data is from Peptide-MHC class I binding affinity with 185,985 pairs from IEDB/IMGT. The task is: Regression. Given a peptide amino acid sequence and an MHC pseudo amino acid sequence, predict their binding affinity value. This is MHC class I binding data. (1) The binding affinity (normalized) is 0. The MHC is HLA-B53:01 with pseudo-sequence HLA-B53:01. The peptide sequence is ILKEPVHGV. (2) The peptide sequence is SLTDRELLL. The MHC is HLA-A69:01 with pseudo-sequence HLA-A69:01. The binding affinity (normalized) is 0.0847. (3) The peptide sequence is RDQHGRMNY. The MHC is Mamu-A11 with pseudo-sequence Mamu-A11. The binding affinity (normalized) is 0. (4) The peptide sequence is RSNNKFTLK. The MHC is HLA-B40:01 with pseudo-sequence HLA-B40:01. The binding affinity (normalized) is 0.0847. (5) The peptide sequence is QVIFKCVPK. The MHC is HLA-B27:05 with pseudo-sequence HLA-B27:05. The binding affinity (normalized) is 0.0847. (6) The peptide sequence is RALGPGATL. The MHC is HLA-B07:02 with pseudo-sequence HLA-B07:02. The binding affinity (normalized) is 0.828. (7) The MHC is HLA-A29:02 with pseudo-sequence HLA-A29:02. The binding affinity (normalized) is 0.118. The peptide sequence is VPAPAGPIV.